From a dataset of Catalyst prediction with 721,799 reactions and 888 catalyst types from USPTO. Predict which catalyst facilitates the given reaction. (1) Reactant: Br[C:2]1[S:6][C:5]([NH:7][C:8]([NH:10][CH2:11][C:12]2[CH:17]=[CH:16][CH:15]=[C:14]([F:18])[CH:13]=2)=[O:9])=[N:4][C:3]=1[CH2:19][N:20]([CH3:30])[C:21]([C:23]1[C:24]([CH3:29])=[N:25][O:26][C:27]=1[CH3:28])=[O:22].[C:31]([Cu])#[N:32].[C-]#N.[K+]. Product: [C:31]([C:2]1[S:6][C:5]([NH:7][C:8]([NH:10][CH2:11][C:12]2[CH:17]=[CH:16][CH:15]=[C:14]([F:18])[CH:13]=2)=[O:9])=[N:4][C:3]=1[CH2:19][N:20]([CH3:30])[C:21]([C:23]1[C:24]([CH3:29])=[N:25][O:26][C:27]=1[CH3:28])=[O:22])#[N:32]. The catalyst class is: 31. (2) Reactant: [C:1](Cl)(=[O:14])[O:2][CH2:3][C:4]1[CH:13]=[CH:12][C:11]2[C:6](=[CH:7][CH:8]=[CH:9][CH:10]=2)[CH:5]=1.[NH:16]1[CH2:21][CH:20]=[CH:19][CH2:18][CH2:17]1.C([O-])(O)=O.[Na+]. Product: [N:16]1([C:1]([O:2][CH2:3][C:4]2[CH:13]=[CH:12][C:11]3[C:6](=[CH:7][CH:8]=[CH:9][CH:10]=3)[CH:5]=2)=[O:14])[CH2:21][CH2:20][CH:19]=[CH:18][CH2:17]1. The catalyst class is: 20. (3) Reactant: [NH2:1][C:2]1[C:7]2=[N:8][CH:9]=[C:10]([C@@H:11]3[O:21][C@H:20]4[C@@H:13]([O:14][Si:15]([CH:31]([CH3:33])[CH3:32])([CH:28]([CH3:30])[CH3:29])[O:16][Si:17]([CH:25]([CH3:27])[CH3:26])([CH:22]([CH3:24])[CH3:23])[O:18][CH2:19]4)[C@H:12]3[OH:34])[N:6]2[N:5]=[CH:4][N:3]=1.[C:35](=[S:44])(Cl)[O:36][C:37]1[CH:42]=[CH:41][CH:40]=[CH:39][CH:38]=1. Product: [C:35](=[S:44])([O:36][C:37]1[CH:42]=[CH:41][CH:40]=[CH:39][CH:38]=1)[O:34][C@@H:12]1[C@@H:13]2[O:14][Si:15]([CH:28]([CH3:30])[CH3:29])([CH:31]([CH3:33])[CH3:32])[O:16][Si:17]([CH:25]([CH3:26])[CH3:27])([CH:22]([CH3:23])[CH3:24])[O:18][CH2:19][C@H:20]2[O:21][C@H:11]1[C:10]1[N:6]2[C:7]([C:2]([NH2:1])=[N:3][CH:4]=[N:5]2)=[N:8][CH:9]=1. The catalyst class is: 79. (4) Reactant: [C:1]([O:7][CH2:8]N1C2N=CN=C(C3C=NN(C(C4CCCC4)CC(N)=O)C=3)C=2C=C1)(=O)C(C)(C)C.CC([O-])(C)C.[K+].[NH2:39][C:40]1[C:45]([CH:46]=O)=[C:44]([Cl:48])[N:43]=[CH:42][N:41]=1. Product: [Cl:48][C:44]1[N:43]=[CH:42][N:41]=[C:40]([NH2:39])[C:45]=1[CH:46]=[CH:1][O:7][CH3:8]. The catalyst class is: 1. (5) Reactant: [Cl:1][C:2]1[C:3](S(C2C=CC=CC=2)(=O)=O)=[N:4][CH:5]=[C:6]([C:8]([F:11])([F:10])[F:9])[CH:7]=1.[Cl:21][C:22]1[C:27]([O:28][CH3:29])=[CH:26][C:25]([Mg]Br)=[C:24]([F:32])[CH:23]=1. Product: [Cl:21][C:22]1[C:27]([O:28][CH3:29])=[CH:26][C:25]([C:3]2[C:2]([Cl:1])=[CH:7][C:6]([C:8]([F:9])([F:10])[F:11])=[CH:5][N:4]=2)=[C:24]([F:32])[CH:23]=1. The catalyst class is: 1. (6) Reactant: [Br:1][C:2]1[CH:3]=[C:4]2[C:9](=[CH:10][CH:11]=1)[CH:8]=[C:7](OS(C(F)(F)F)(=O)=O)[CH:6]=[CH:5]2.[Br-].[Li+].[CH:22]([Mg]Br)([CH3:24])[CH3:23]. Product: [Br:1][C:2]1[CH:11]=[CH:10][C:9]2[C:4](=[CH:5][CH:6]=[C:7]([CH:22]([CH3:24])[CH3:23])[CH:8]=2)[CH:3]=1. The catalyst class is: 7. (7) Reactant: [Li][CH2:2]CCC.C1C=CC(P(C2C=CC=CC=2)C2C=CC=CC=2)=CC=1.CI.[Br:27][C:28]1[CH:29]=[C:30]2[C:35](=[CH:36][CH:37]=1)[O:34][CH:33]([C:38]1[CH:43]=[CH:42][CH:41]=[CH:40][CH:39]=1)[CH2:32][C:31]2=O. Product: [Br:27][C:28]1[CH:29]=[C:30]2[C:35](=[CH:36][CH:37]=1)[O:34][CH:33]([C:38]1[CH:43]=[CH:42][CH:41]=[CH:40][CH:39]=1)[CH2:32][C:31]2=[CH2:2]. The catalyst class is: 1. (8) Reactant: [NH2:1][C:2]1[N:11]=[C:10]([C:12]([N:14]2[CH2:22][C:21]3[C:16](=[CH:17][CH:18]=[CH:19][CH:20]=3)[CH2:15]2)=[O:13])[C:9]2[C:4](=[CH:5][CH:6]=[C:7](I)[CH:8]=2)[N:3]=1.[B:24]1([B:24]2[O:28][C:27]([CH3:30])([CH3:29])[C:26]([CH3:32])([CH3:31])[O:25]2)[O:28][C:27]([CH3:30])([CH3:29])[C:26]([CH3:32])([CH3:31])[O:25]1.C([O-])(=O)C.[K+].C(OCC)C. Product: [NH2:1][C:2]1[N:11]=[C:10]([C:12]([N:14]2[CH2:22][C:21]3[C:16](=[CH:17][CH:18]=[CH:19][CH:20]=3)[CH2:15]2)=[O:13])[C:9]2[C:4](=[CH:5][CH:6]=[C:7]([B:24]3[O:28][C:27]([CH3:30])([CH3:29])[C:26]([CH3:32])([CH3:31])[O:25]3)[CH:8]=2)[N:3]=1. The catalyst class is: 418.